Dataset: Reaction yield outcomes from USPTO patents with 853,638 reactions. Task: Predict the reaction yield, written as a fraction of the theoretical maximum amount of product (1.0 means a 100% yield; for example, 0.34 means a 34% yield). The reactants are C(N(CC)C(C)C)(C)C.[C:10]([C:12]1[CH:17]=[CH:16][C:15]([C:18]2[O:22][C:21]([CH2:23][C:24]3[CH:25]=[C:26]([CH:30]=[CH:31][CH:32]=3)[C:27]([OH:29])=O)=[N:20][N:19]=2)=[CH:14][CH:13]=1)#[N:11].Br.Br.[N:35]1([C@H:41]2[CH2:50][CH2:49][C:44]3[N:45]=[C:46]([NH2:48])[S:47][C:43]=3[CH2:42]2)[CH2:40][CH2:39][O:38][CH2:37][CH2:36]1.C(=O)(O)[O-].[Na+]. The catalyst is CN(C)C(=O)C.O.C(Cl)CCl. The product is [C:10]([C:12]1[CH:17]=[CH:16][C:15]([C:18]2[O:22][C:21]([CH2:23][C:24]3[CH:25]=[C:26]([CH:30]=[CH:31][CH:32]=3)[C:27]([NH:48][C:46]3[S:47][C:43]4[CH2:42][C@@H:41]([N:35]5[CH2:36][CH2:37][O:38][CH2:39][CH2:40]5)[CH2:50][CH2:49][C:44]=4[N:45]=3)=[O:29])=[N:20][N:19]=2)=[CH:14][CH:13]=1)#[N:11]. The yield is 0.130.